From a dataset of Forward reaction prediction with 1.9M reactions from USPTO patents (1976-2016). Predict the product of the given reaction. (1) Given the reactants [C:1]([CH2:3][C:4]([O:6][C:7]([CH3:10])([CH3:9])[CH3:8])=[O:5])#[N:2].[H-].[Na+].[Br:13][C:14]1[CH:15]=[N:16][C:17](Cl)=[N:18][CH:19]=1.O, predict the reaction product. The product is: [C:7]([O:6][C:4](=[O:5])[CH:3]([C:17]1[N:18]=[CH:19][C:14]([Br:13])=[CH:15][N:16]=1)[C:1]#[N:2])([CH3:10])([CH3:9])[CH3:8]. (2) Given the reactants [C:1]([C:3]1([OH:13])[C:8]([CH3:10])([CH3:9])[CH2:7][CH2:6][CH2:5][C:4]1([CH3:12])[CH3:11])#[CH:2].Br[C:15]1[CH:16]=[C:17]([CH2:21][CH2:22][CH2:23][NH:24][C:25](=[O:30])[C:26]([F:29])([F:28])[F:27])[CH:18]=[CH:19][CH:20]=1, predict the reaction product. The product is: [F:27][C:26]([F:28])([F:29])[C:25]([NH:24][CH2:23][CH2:22][CH2:21][C:17]1[CH:18]=[CH:19][CH:20]=[C:15]([C:2]#[C:1][C:3]2([OH:13])[C:4]([CH3:12])([CH3:11])[CH2:5][CH2:6][CH2:7][C:8]2([CH3:9])[CH3:10])[CH:16]=1)=[O:30]. (3) Given the reactants [O:1]1[CH2:6][CH2:5][CH2:4][CH2:3][CH:2]1[O:7][NH:8][C:9]([C:11]1[CH:12]=[C:13]2[C:18](=[CH:19][CH:20]=1)[CH2:17][NH:16][CH2:15][CH2:14]2)=[O:10].N1C=CC=C(C[C:28](O)=[O:29])C=1.[CH:31]1[CH:32]=[CH:33][C:34]2N(O)N=[N:37][C:35]=2[CH:36]=1.[CH2:41](Cl)CCl, predict the reaction product. The product is: [N:37]1[CH:35]=[CH:34][CH:33]=[C:32]([CH2:31][CH2:36][C:28]([N:16]2[CH2:15][CH2:14][C:13]3[C:18](=[CH:19][CH:20]=[C:11]([C:9]([NH:8][O:7][CH:2]4[CH2:3][CH2:4][CH2:5][CH2:6][O:1]4)=[O:10])[CH:12]=3)[CH2:17]2)=[O:29])[CH:41]=1. (4) Given the reactants [Cl:1][C:2]1[CH:7]=[CH:6][C:5]([C:8]2[N:13]=[C:12]([NH2:14])[CH:11]=[N:10][C:9]=2[O:15][C@@H:16]([CH3:21])[C:17]([F:20])([F:19])[F:18])=[CH:4][CH:3]=1.Cl.[C:23](Cl)(=[O:30])[C:24]1[CH:29]=[CH:28][CH:27]=[N:26][CH:25]=1, predict the reaction product. The product is: [Cl:1][C:2]1[CH:7]=[CH:6][C:5]([C:8]2[N:13]=[C:12]([NH:14][C:23](=[O:30])[C:24]3[CH:29]=[CH:28][CH:27]=[N:26][CH:25]=3)[CH:11]=[N:10][C:9]=2[O:15][C@@H:16]([CH3:21])[C:17]([F:18])([F:20])[F:19])=[CH:4][CH:3]=1.